From a dataset of NCI-60 drug combinations with 297,098 pairs across 59 cell lines. Regression. Given two drug SMILES strings and cell line genomic features, predict the synergy score measuring deviation from expected non-interaction effect. (1) Drug 1: C1CCC(C1)C(CC#N)N2C=C(C=N2)C3=C4C=CNC4=NC=N3. Drug 2: CN1C(=O)N2C=NC(=C2N=N1)C(=O)N. Cell line: HOP-92. Synergy scores: CSS=12.6, Synergy_ZIP=-0.816, Synergy_Bliss=1.64, Synergy_Loewe=3.20, Synergy_HSA=2.63. (2) Drug 1: C1=C(C(=O)NC(=O)N1)F. Drug 2: CC1=C(C(=CC=C1)Cl)NC(=O)C2=CN=C(S2)NC3=CC(=NC(=N3)C)N4CCN(CC4)CCO. Cell line: SR. Synergy scores: CSS=64.2, Synergy_ZIP=2.35, Synergy_Bliss=4.14, Synergy_Loewe=5.32, Synergy_HSA=4.62.